Dataset: Reaction yield outcomes from USPTO patents with 853,638 reactions. Task: Predict the reaction yield, written as a fraction of the theoretical maximum amount of product (1.0 means a 100% yield; for example, 0.34 means a 34% yield). (1) The reactants are Cl[C:2]1[C:3]2[N:14]=[N:13][N:12]([C@H:15]3[C@@H:19]4[O:20][C:21]([CH3:24])([CH3:23])[O:22][C@@H:18]4[C@@H:17]([O:25][CH2:26][CH2:27][OH:28])[CH2:16]3)[C:4]=2[N:5]=[C:6]([S:8][CH2:9][CH2:10][CH3:11])[N:7]=1.[F:29][C:30]1[CH:31]=[C:32]([C@@H:37]2[CH2:39][C@H:38]2[NH2:40])[CH:33]=[CH:34][C:35]=1[F:36].C(N(CC)C(C)C)(C)C.O. The catalyst is ClCCl. The product is [F:29][C:30]1[CH:31]=[C:32]([C@@H:37]2[CH2:39][C@H:38]2[NH:40][C:2]2[C:3]3[N:14]=[N:13][N:12]([C@H:15]4[C@@H:19]5[O:20][C:21]([CH3:24])([CH3:23])[O:22][C@@H:18]5[C@@H:17]([O:25][CH2:26][CH2:27][OH:28])[CH2:16]4)[C:4]=3[N:5]=[C:6]([S:8][CH2:9][CH2:10][CH3:11])[N:7]=2)[CH:33]=[CH:34][C:35]=1[F:36]. The yield is 0.930. (2) The reactants are [OH:1][CH2:2][C:3]1[C:4]([C:29]([F:32])([F:31])[F:30])=[N:5][N:6]([CH2:8][C:9]2[CH:10]=[C:11]3[C:15](=[CH:16][CH:17]=2)[CH2:14][C@H:13]([NH:18]C(=O)OCC2C=CC=CC=2)[CH2:12]3)[CH:7]=1.C(O)C.Cl.[H][H]. The catalyst is C(Cl)Cl.O=[Si]=O.[OH-].[Pd+2].[OH-]. The product is [NH2:18][C@@H:13]1[CH2:12][C:11]2[C:15](=[CH:16][CH:17]=[C:9]([CH2:8][N:6]3[CH:7]=[C:3]([CH2:2][OH:1])[C:4]([C:29]([F:32])([F:31])[F:30])=[N:5]3)[CH:10]=2)[CH2:14]1. The yield is 0.707. (3) The reactants are Br[C:2]1[CH:7]=[CH:6][C:5]([Br:8])=[CH:4][C:3]=1[N+:9]([O-:11])=[O:10].C1([Li])C=CC=CC=1.C1[CH2:23][O:22]CC1.CN(C=[O:28])C.S(=O)(=O)(O)O. The catalyst is C1COCC1. The product is [Br:8][C:5]1[CH:6]=[CH:7][C:2]([C:23]([OH:22])=[O:28])=[C:3]([N+:9]([O-:11])=[O:10])[CH:4]=1. The yield is 0.520.